Predict which catalyst facilitates the given reaction. From a dataset of Catalyst prediction with 721,799 reactions and 888 catalyst types from USPTO. (1) Reactant: C(Cl)(=O)C(Cl)=O.[Br:7][C:8]1[CH:16]=[CH:15][C:11]([C:12](O)=O)=[C:10]([F:17])[C:9]=1[O:18][CH3:19].C[N:21](C=O)C.N1C(Cl)=NC(Cl)=NC=1Cl. Product: [Br:7][C:8]1[CH:16]=[CH:15][C:11]([C:12]#[N:21])=[C:10]([F:17])[C:9]=1[O:18][CH3:19]. The catalyst class is: 2. (2) Reactant: [CH3:1][N:2]([C:37]1[CH:42]=[CH:41][CH:40]=[CH:39][CH:38]=1)[NH:3][C:4]([C:6]1[S:36][C:9]2[N:10](C(OC(C)(C)C)=O)[N:11]=[C:12]([NH:13][C:14](=[O:28])[C:15]3[CH:20]=[CH:19][CH:18]=[C:17]([CH2:21][N:22]4[CH2:27][CH2:26][O:25][CH2:24][CH2:23]4)[CH:16]=3)[C:8]=2[CH:7]=1)=[O:5].ClC1C=CC(N(C)NC(C2SC3N(C(OC(C)(C)C)=O)N=C(NC(=O)C4C=CC=C(CN5CCOCC5)C=4)C=3C=2)=O)=CC=1. Product: [CH3:1][N:2]([C:37]1[CH:42]=[CH:41][CH:40]=[CH:39][CH:38]=1)[NH:3][C:4]([C:6]1[S:36][C:9]2[NH:10][N:11]=[C:12]([NH:13][C:14](=[O:28])[C:15]3[CH:20]=[CH:19][CH:18]=[C:17]([CH2:21][N:22]4[CH2:27][CH2:26][O:25][CH2:24][CH2:23]4)[CH:16]=3)[C:8]=2[CH:7]=1)=[O:5]. The catalyst class is: 5. (3) Reactant: S(Cl)([Cl:3])=O.[CH2:5]([O:12][C:13]1[CH:14]=[C:15]([CH:18]=[C:19]([O:29][CH2:30][C:31]2[CH:36]=[CH:35][CH:34]=[CH:33][CH:32]=2)[C:20]=1[O:21][CH2:22][C:23]1[CH:28]=[CH:27][CH:26]=[CH:25][CH:24]=1)[CH2:16]O)[C:6]1[CH:11]=[CH:10][CH:9]=[CH:8][CH:7]=1. Product: [CH2:5]([O:12][C:13]1[CH:14]=[C:15]([CH:18]=[C:19]([O:29][CH2:30][C:31]2[CH:36]=[CH:35][CH:34]=[CH:33][CH:32]=2)[C:20]=1[O:21][CH2:22][C:23]1[CH:28]=[CH:27][CH:26]=[CH:25][CH:24]=1)[CH2:16][Cl:3])[C:6]1[CH:11]=[CH:10][CH:9]=[CH:8][CH:7]=1. The catalyst class is: 27. (4) Reactant: F[C:2]1[C:7]([C:8]2[CH:13]=[CH:12][C:11]([N:14]3[C@@H:18]([C:19]4[CH:24]=[CH:23][CH:22]=[CH:21][CH:20]=4)[C:17]([CH3:26])([CH3:25])[O:16][C:15]3=[O:27])=[CH:10][CH:9]=2)=[CH:6][C:5]([C:28]2[N:33]=[CH:32][CH:31]=[CH:30][N:29]=2)=[CH:4][N:3]=1.[O:34]1CCOCC1.Cl. Product: [CH3:25][C:17]1([CH3:26])[O:16][C:15](=[O:27])[N:14]([C:11]2[CH:12]=[CH:13][C:8]([C:7]3[C:2](=[O:34])[NH:3][CH:4]=[C:5]([C:28]4[N:33]=[CH:32][CH:31]=[CH:30][N:29]=4)[CH:6]=3)=[CH:9][CH:10]=2)[C@H:18]1[C:19]1[CH:24]=[CH:23][CH:22]=[CH:21][CH:20]=1. The catalyst class is: 6. (5) Product: [CH2:1]([N:3]([CH:34]1[CH2:39][CH2:38][O:37][CH2:36][CH2:35]1)[C:4]1[C:5]([CH3:33])=[C:6]([CH:22]=[C:23]([C:25]2[CH:26]=[N:27][C:28]([CH2:31][N:40]3[CH2:45][CH2:44][O:43][CH2:42][CH2:41]3)=[CH:29][CH:30]=2)[CH:24]=1)[C:7]([NH:9][CH2:10][C:11]1[C:12](=[O:21])[NH:13][C:14]([CH3:20])=[CH:15][C:16]=1[CH:17]([CH3:18])[CH3:19])=[O:8])[CH3:2]. The catalyst class is: 68. Reactant: [CH2:1]([N:3]([CH:34]1[CH2:39][CH2:38][O:37][CH2:36][CH2:35]1)[C:4]1[C:5]([CH3:33])=[C:6]([CH:22]=[C:23]([C:25]2[CH:26]=[N:27][C:28]([CH:31]=O)=[CH:29][CH:30]=2)[CH:24]=1)[C:7]([NH:9][CH2:10][C:11]1[C:12](=[O:21])[NH:13][C:14]([CH3:20])=[CH:15][C:16]=1[CH:17]([CH3:19])[CH3:18])=[O:8])[CH3:2].[NH:40]1[CH2:45][CH2:44][O:43][CH2:42][CH2:41]1.C(O)(=O)C.C(O[BH-](OC(=O)C)OC(=O)C)(=O)C.[Na+].